From a dataset of Forward reaction prediction with 1.9M reactions from USPTO patents (1976-2016). Predict the product of the given reaction. (1) Given the reactants Cl.[F:2][C:3]1[CH:4]=[CH:5][C:6]2[N:15]=[C:14]([NH2:16])[C:13]3[CH:12]=[C:11]([CH3:17])[S:10][C:9]=3[NH:8][C:7]=2[CH:18]=1.[CH3:19][O:20][CH2:21][CH2:22][CH2:23][C@H:24]1[CH2:29]N[CH2:27][CH2:26][NH:25]1.C(N(C(C)C)CC)(C)C, predict the reaction product. The product is: [F:2][C:3]1[CH:4]=[CH:5][C:6]2[N:15]=[C:14]([N:16]3[CH2:27][CH2:26][NH:25][C@@H:24]([CH2:23][CH2:22][CH2:21][O:20][CH3:19])[CH2:29]3)[C:13]3[CH:12]=[C:11]([CH3:17])[S:10][C:9]=3[NH:8][C:7]=2[CH:18]=1. (2) Given the reactants C1C2C(COC([N:18]3[CH2:23][C@H:22]([C:24](=[O:44])[N:25]([CH:41]4[CH2:43][CH2:42]4)[CH2:26][C:27]4[C:35]5[C:30](=[CH:31][CH:32]=[CH:33][CH:34]=5)[N:29]([CH2:36][CH2:37][CH2:38][O:39][CH3:40])[CH:28]=4)[CH2:21][C@H:20]([NH:45][CH2:46][C:47]4[CH:52]=[CH:51][CH:50]=[CH:49][CH:48]=4)[CH2:19]3)=O)C3C(=CC=CC=3)C=2C=CC=1.CCN(C(C)C)C(C)C.[C:62](Cl)(=[O:67])[C:63]([CH3:66])([CH3:65])[CH3:64], predict the reaction product. The product is: [CH:41]1([N:25]([CH2:26][C:27]2[C:35]3[C:30](=[CH:31][CH:32]=[CH:33][CH:34]=3)[N:29]([CH2:36][CH2:37][CH2:38][O:39][CH3:40])[CH:28]=2)[C:24]([C@@H:22]2[CH2:21][C@H:20]([N:45]([CH2:46][C:47]3[CH:52]=[CH:51][CH:50]=[CH:49][CH:48]=3)[C:62](=[O:67])[C:63]([CH3:66])([CH3:65])[CH3:64])[CH2:19][NH:18][CH2:23]2)=[O:44])[CH2:42][CH2:43]1. (3) Given the reactants [F:1][C:2]([F:14])([F:13])[CH2:3][O:4][P:5]([O-:12])[O:6][CH2:7][C:8]([F:11])([F:10])[F:9].C1CCN2C(=NCCC2)CC1.[C:26]1([C:32]([C:46]2[CH:51]=[CH:50][CH:49]=[CH:48][CH:47]=2)([C:40]2[CH:45]=[CH:44][CH:43]=[CH:42][CH:41]=2)[N:33]2[CH:37]=[C:36]([CH2:38]Cl)[N:35]=[CH:34]2)[CH:31]=[CH:30][CH:29]=[CH:28][CH:27]=1, predict the reaction product. The product is: [F:14][C:2]([F:1])([F:13])[CH2:3][O:4][P:5]([CH2:38][C:36]1[N:35]=[CH:34][N:33]([C:32]([C:26]2[CH:31]=[CH:30][CH:29]=[CH:28][CH:27]=2)([C:40]2[CH:41]=[CH:42][CH:43]=[CH:44][CH:45]=2)[C:46]2[CH:51]=[CH:50][CH:49]=[CH:48][CH:47]=2)[CH:37]=1)(=[O:12])[O:6][CH2:7][C:8]([F:11])([F:9])[F:10]. (4) Given the reactants [CH:1]1([O:32][P:33]([OH:36])([OH:35])=[O:34])[CH:6]([O:7][P:8]([OH:11])([OH:10])=[O:9])[CH:5]([O:12][P:13]([OH:16])([OH:15])=[O:14])[CH:4]([O:17][P:18]([OH:21])([OH:20])=[O:19])[CH:3]([O:22][P:23]([OH:26])([OH:25])=[O:24])[CH:2]1[O:27][P:28]([OH:31])([OH:30])=[O:29].Cl, predict the reaction product. The product is: [C@@H:3]1([O:22][P:23]([OH:26])([OH:25])=[O:24])[C@@H:4]([O:17][P:18]([OH:20])([OH:21])=[O:19])[C@H:5]([O:12][P:13]([OH:15])([OH:16])=[O:14])[C@@H:6]([O:7][P:8]([OH:11])([OH:10])=[O:9])[C@@H:1]([O:32][P:33]([OH:36])([OH:35])=[O:34])[C@H:2]1[O:27][P:28]([OH:30])([OH:31])=[O:29]. (5) Given the reactants [F:1][C@@:2]([CH:17]1[CH2:22][CH2:21][N:20](C(OC(C)(C)C)=O)[CH2:19][CH2:18]1)([S:4]([C:7]1[N:11]([CH3:12])[N:10]=[C:9]([C:13]([F:16])([F:15])[F:14])[CH:8]=1)(=[O:6])=[O:5])[CH3:3].[ClH:30], predict the reaction product. The product is: [ClH:30].[F:1][C@@:2]([CH:17]1[CH2:18][CH2:19][NH:20][CH2:21][CH2:22]1)([S:4]([C:7]1[N:11]([CH3:12])[N:10]=[C:9]([C:13]([F:14])([F:15])[F:16])[CH:8]=1)(=[O:6])=[O:5])[CH3:3]. (6) Given the reactants [CH3:1][O:2][C:3](=[O:21])[CH:4]([C:6]1[CH:7]=[N:8][CH:9]=[C:10]([C:12]2[CH:17]=[CH:16][C:15]([F:18])=[CH:14][C:13]=2[CH:19]=O)[CH:11]=1)[CH3:5].[CH2:22]([NH2:24])[CH3:23], predict the reaction product. The product is: [CH3:1][O:2][C:3](=[O:21])[CH:4]([C:6]1[CH:7]=[N:8][CH:9]=[C:10]([C:12]2[CH:17]=[CH:16][C:15]([F:18])=[CH:14][C:13]=2[CH2:19][NH:24][CH2:22][CH3:23])[CH:11]=1)[CH3:5]. (7) Given the reactants Cl[C:2]1[CH:7]=[CH:6][CH:5]=[CH:4][C:3]=1[CH2:8][C:9]([OH:11])=[O:10].[Cl:12][C:13]1[CH:18]=[CH:17][C:16]([OH:19])=[CH:15][CH:14]=1.C([O-])([O-])=O.[K+].[K+], predict the reaction product. The product is: [Cl:12][C:13]1[CH:18]=[CH:17][C:16]([O:19][C:2]2[CH:7]=[CH:6][CH:5]=[CH:4][C:3]=2[CH2:8][C:9]([OH:11])=[O:10])=[CH:15][CH:14]=1.